From a dataset of Drug-target binding data from BindingDB using IC50 measurements. Regression. Given a target protein amino acid sequence and a drug SMILES string, predict the binding affinity score between them. We predict pIC50 (pIC50 = -log10(IC50 in M); higher means more potent). Dataset: bindingdb_ic50. (1) The compound is O=C(NC[C@@H](NS(=O)(=O)c1c(Cl)cc(Cl)cc1Cl)C(=O)O)c1ccsc1. The target protein (P06756) has sequence MAFPPRRRLRLGPRGLPLLLSGLLLPLCRAFNLDVDSPAEYSGPEGSYFGFAVDFFVPSASSRMFLLVGAPKANTTQPGIVEGGQVLKCDWSSTRRCQPIEFDATGNRDYAKDDPLEFKSHQWFGASVRSKQDKILACAPLYHWRTEMKQEREPVGTCFLQDGTKTVEYAPCRSQDIDADGQGFCQGGFSIDFTKADRVLLGGPGSFYWQGQLISDQVAEIVSKYDPNVYSIKYNNQLATRTAQAIFDDSYLGYSVAVGDFNGDGIDDFVSGVPRAARTLGMVYIYDGKNMSSLYNFTGEQMAAYFGFSVAATDINGDDYADVFIGAPLFMDRGSDGKLQEVGQVSVSLQRASGDFQTTKLNGFEVFARFGSAIAPLGDLDQDGFNDIAIAAPYGGEDKKGIVYIFNGRSTGLNAVPSQILEGQWAARSMPPSFGYSMKGATDIDKNGYPDLIVGAFGVDRAILYRARPVITVNAGLEVYPSILNQDNKTCSLPGTALKV.... The pIC50 is 7.6. (2) The drug is CC(C)(O)[C@H]1[C@@H]2C(=O)O[C@H]1[C@H]1OC(=O)[C@@]34O[C@@H]3C[C@]2(O)[C@@]14C. The target protein (P22771) has sequence MNRQLVNILTALFAFFLGTNHFREAFCKDHDSRSGKHPSQTLSPSDFLDKLMGRTSGYDARIRPNFKGPPVNVTCNIFINSFGSVTETTMDYRVNIFLRQQWNDSRLAYSEYPDDSLDLDPSMLDSIWKPDLFFANEKGANFHDVTTDNKLLRISKNGKVLYSIRLTLTLSCPMDLKNFPMDVQTCTMQLESFEYTMNDLIFEWLSDGPVQVAEGLTLPQFILKEEKELGYCTKHYNTGKFTCIEVKFHLERQMGYYLIQMYIPSLLIVILSWVSFWINMDAAPARVALGITTVLTMTTQSSGSRASLPKVSYVKAIDIWMAVCLLFVFAALLEYAAVNFVSRQHKEFLRLRRRQKRQNKEEDVTRESRFNFSGYGMGHCLQVKDGTAVKATPANPLPQPPKDADAIKKKFVDRAKRIDTISRAAFPLAFLIFNIFYWITYKIIRHEDVHKK. The pIC50 is 3.9. (3) The drug is CC1=C[C@@H]2c3cccc4[nH]cc(c34)C[C@H]2N(C)C1. The target protein (P20288) has sequence MDPLNLSWYDDDPESRNWSRPFNGSEGKADRPPYNYYAMLLTLLIFVIVFGNVLVCMAVSREKALQTTTNYLIVSLAVADLLVATLVMPWVVYLEVVGEWKFSRIHCDIFVTLDVMMCTASILNLCAISIDRYTAVAMPMLYNTRYSSKRRVTVMIAIVWVLSFTISCPMLFGLNNTDQNECIIANPAFVVYSSIVSFYVPFIVTLLVYIKIYIVLRRRRKRVNTKRSSRAFRANLKAPLKGNCTHPEDMKLCTVIMKSNGSFPVNRRRVEAARRAQELEMEMLSSTSPPERTRYSPIPPSHHQLTLPDPSHHGLHSTPDSPAKPEKNGHAKTVNPKIAKIFEIQSMPNGKTRTSLKTMSRRKLSQQKEKKATQMLAIVLGVFIICWLPFFITHILNIHCDCNIPPVLYSAFTWLGYVNSAVNPIIYTTFNIEFRKAFLKILHC. The pIC50 is 6.0. (4) The compound is CC(C(=O)OC[C@H]1O[C@@H](O)[C@H](O)[C@@H](O)[C@@H]1O)c1cccc(C(=O)c2ccccc2)c1. The target protein (P11167) has sequence MEPSSKKVTGRLMLAVGGAVLGSLQFGYNTGVINAPQKVIEEFYNQTWNHRYGESIPSTTLTTLWSLSVAIFSVGGMIGSFSVGLFVNRFGRRNSMLMMNLLAFVSAVLMGFSKLGKSFEMLILGRFIIGVYCGLTTGFVPMYVGEVSPTALRGALGTLHQLGIVVGILIAQVFGLDSIMGNADLWPLLLSVIFIPALLQCILLPFCPESPRFLLINRNEENRAKSVLKKLRGTADVTRDLQEMKEEGRQMMREKKVTILELFRSPAYRQPILIAVVLQLSQQLSGINAVFYYSTSIFEKAGVQQPVYATIGSGIVNTAFTVVSLFVVERAGRRTLHLIGLAGMAGCAVLMTIALALLEQLPWMSYLSIVAIFGFVAFFEVGPGPIPWFIVAELFSQGPRPAAVAVAGFSNWTSNFIVGMCFQYVEQLCGPYVFIIFTVLLVLFFIFTYFKVPETKGRTFDEIASGFRQGGASQSDKTPEELFHPLGADSQV. The pIC50 is 4.5. (5) The compound is COc1cccc(-c2sc3ccccc3c2-c2ccc(O)cc2)c1. The target protein sequence is MLQKKPYNGLHEKELNQINQQDGSPCVAISAPGCFIKGSNLFSEKRAGNRVRFFTTGRDYFSDLASALDSASSSIFITGWQVNYDVLLDGRRSLWQCLRQALERSPALKVYVMPWLSPSGSLGTYDFETMLAVFQLNAGLEGGARAFCTPAIQQSDMQGLGVAFSHHQKSVVIDNRIGYVGGIDLAYGRRDDNDFSLDASGRRGNDAYNPGLPHLGWMAEDEHVSSMGLMMATLFDLSRPLASLTLHAPTLRLSPFPHIAASDEPLLSIPLAPSRARALNGGAYLSDLFRSPMLPSLQWLGRAYNSSKEGLDEGFERLDALRRQMVASSIRAIANLIADNLDALPIEPELERRLRAWLEELRTAALNLPEALRIKSLLLINQWMSETELGQVLTLISGKGFEDIPQNLSGKAGELAGSLFWTLHRLLQARAGGHQQPYRYLDEAPQPLASPDNARLAADQPRMPWQDVHCRIEGPSVYDLARNFIDRWNGQQAYLAKTPA.... The pIC50 is 5.1. (6) The small molecule is [NH3+]C(CC(=O)c1ccccc1[N+](=O)[O-])C(=O)[O-]. The target protein (P70712) has sequence MEPSPLELPVDAVRRIATELNCDPTDERVALRLDEEDKLKRFKDCFYIPKMRDLPSIDLSLVNEDDNAIYFLGNSLGLQPKMVKTYLEEELDKWAKIGAYGHEVGKRPWIIGDESIVSLMKDIVGAHEKEIALMNALTVNLHLLLLSFFKPTPKRHKILLEAKAFPSDHYAIESQIQLHGLDVEKSMRMIKPREGEETLRMEDILEVIEKEGDSIAVVLFSGLHFYTGQLFNIPAITQAGHAKGCFVGFDLAHAVGNVELHLHDWDVDFACWCSYKYLNSGAGGLAGAFIHEKHAHTIKPALVGWFGHELSTRFNMDNKLQLIPGVNGFRISNPPILLVCSLHASLEIFQQATMTALRRKSILLTGYLEYLLKHYHGGNDTENKRPVVNIITPSRAEERGCQLTLTFSISKKGVFKELEKRGVVCDKREPEGIRVAPVPLYNSFHDVYKFIRLLTAILDSTERN. The pIC50 is 4.0.